From a dataset of Reaction yield outcomes from USPTO patents with 853,638 reactions. Predict the reaction yield, written as a fraction of the theoretical maximum amount of product (1.0 means a 100% yield; for example, 0.34 means a 34% yield). (1) The reactants are [C:1]1([C:7]2[O:11][C:10]([CH2:12][CH2:13][C:14]([OH:16])=O)=[N:9][N:8]=2)[CH:6]=[CH:5][CH:4]=[CH:3][CH:2]=1.[CH2:17]([N:22]1[C:30]2[N:29]=[CH:28][NH:27][C:26]=2[C:25](=[O:31])[NH:24]/[C:23]/1=[N:32]\[NH2:33])[CH2:18][CH2:19][CH2:20][CH3:21].F[P-](F)(F)(F)(F)F.N1(O[P+](N(C)C)(N(C)C)N(C)C)C2C=CC=CC=2N=N1.C(N(CC)C(C)C)(C)C. The catalyst is CN(C)C1C=CN=CC=1.CN(C=O)C. The product is [O:31]=[C:25]1[NH:24]/[C:23](=[N:32]\[NH:33][C:14](=[O:16])[CH2:13][CH2:12][C:10]2[O:11][C:7]([C:1]3[CH:2]=[CH:3][CH:4]=[CH:5][CH:6]=3)=[N:8][N:9]=2)/[N:22]([CH2:17][CH2:18][CH2:19][CH2:20][CH3:21])[C:30]2[N:29]=[CH:28][NH:27][C:26]1=2. The yield is 0.485. (2) The catalyst is CO.O. The reactants are [Cl:1][C:2]1[CH:12]=[CH:11][C:5]2[CH2:6][CH2:7][NH:8][CH2:9][CH2:10][C:4]=2[C:3]=1[CH2:13][S:14][C:15]1[NH:16][C:17]([CH3:20])=[N:18][CH:19]=1.[C:21]([OH:30])(=[O:29])[C@@H:22]([C@H:24]([C:26]([OH:28])=[O:27])[OH:25])[OH:23]. The yield is 1.00. The product is [C:26]([C@@H:24]([C@H:22]([C:21]([OH:30])=[O:29])[OH:23])[OH:25])([OH:28])=[O:27].[Cl:1][C:2]1[CH:12]=[CH:11][C:5]2[CH2:6][CH2:7][NH:8][CH2:9][CH2:10][C:4]=2[C:3]=1[CH2:13][S:14][C:15]1[NH:16][C:17]([CH3:20])=[N:18][CH:19]=1. (3) The reactants are [CH:1]1[N:5]=[CH:4][N:3]([CH2:6][C:7]([P:13]([OH:16])([OH:15])=[O:14])([P:9]([OH:12])([OH:11])=[O:10])[OH:8])[CH:2]=1.[OH-].[Na+:18].O. The catalyst is C(O)C. The product is [CH:1]1[N:5]=[CH:4][N:3]([CH2:6][C:7]([P:9]([O-:12])([O-:11])=[O:10])([P:13]([O-:15])([OH:16])=[O:14])[OH:8])[CH:2]=1.[Na+:18].[Na+:18].[Na+:18]. The yield is 0.860. (4) The reactants are [NH2:1][C:2]1[CH:28]=[CH:27][C:5]([O:6][C:7]2[CH:12]=[CH:11][N:10]=[C:9]([NH:13][C:14]([N:16]3[CH2:21][CH2:20][N:19]([CH2:22][CH2:23][N:24]([CH3:26])[CH3:25])[CH2:18][CH2:17]3)=[O:15])[CH:8]=2)=[CH:4][CH:3]=1.C12(CS(O)(=O)=O)C(C)(C)C(CC1)CC2=O.[C:44]1([CH2:50][C:51]([N:53]=[C:54]=[S:55])=[O:52])[CH:49]=[CH:48][CH:47]=[CH:46][CH:45]=1. The catalyst is C(O)C.C1(C)C=CC=CC=1. The product is [CH3:26][N:24]([CH3:25])[CH2:23][CH2:22][N:19]1[CH2:18][CH2:17][N:16]([C:14]([NH:13][C:9]2[CH:8]=[C:7]([O:6][C:5]3[CH:4]=[CH:3][C:2]([NH:1][C:54]([NH:53][C:51](=[O:52])[CH2:50][C:44]4[CH:45]=[CH:46][CH:47]=[CH:48][CH:49]=4)=[S:55])=[CH:28][CH:27]=3)[CH:12]=[CH:11][N:10]=2)=[O:15])[CH2:21][CH2:20]1. The yield is 0.450. (5) The reactants are [NH2:1][C:2]1[O:3][CH2:4][C@:5]2([C:19]3[C:14](=[N:15][CH:16]=[C:17](Br)[CH:18]=3)[O:13][C:12]3[C:7]2=[CH:8][C:9]([OH:21])=[CH:10][CH:11]=3)[N:6]=1.B(O)(O)[C:23]1[CH:24]=[CH:25][C:26]([CH3:29])=[CH:27][CH:28]=1.C(=O)([O-])[O-].[K+].[K+]. The catalyst is C1C=CC([P]([Pd]([P](C2C=CC=CC=2)(C2C=CC=CC=2)C2C=CC=CC=2)([P](C2C=CC=CC=2)(C2C=CC=CC=2)C2C=CC=CC=2)[P](C2C=CC=CC=2)(C2C=CC=CC=2)C2C=CC=CC=2)(C2C=CC=CC=2)C2C=CC=CC=2)=CC=1. The product is [NH2:1][C:2]1[O:3][CH2:4][C@:5]2([C:19]3[C:14](=[N:15][CH:16]=[C:17]([C:23]4[CH:28]=[CH:27][C:26]([CH3:29])=[CH:25][CH:24]=4)[CH:18]=3)[O:13][C:12]3[C:7]2=[CH:8][C:9]([OH:21])=[CH:10][CH:11]=3)[N:6]=1. The yield is 0.890. (6) The reactants are [F:1][C:2]1[N:7]2[CH:8]=[C:9]([CH:11]=O)[N:10]=[C:6]2[CH:5]=[CH:4][CH:3]=1.[CH3:13][O:14][C:15]1[CH:20]=[CH:19][C:18]([C@@H:21]([NH:23][C@@H:24]2[C:33]3[N:32]=[CH:31][CH:30]=[CH:29][C:28]=3[CH2:27][CH2:26][CH2:25]2)[CH3:22])=[CH:17][CH:16]=1.C(O)(=O)C.C(O[BH-](OC(=O)C)OC(=O)C)(=O)C.[Na+]. The catalyst is ClC(Cl)C.ClCCl. The product is [F:1][C:2]1[N:7]2[CH:8]=[C:9]([CH2:11][N:23]([C@H:21]([C:18]3[CH:19]=[CH:20][C:15]([O:14][CH3:13])=[CH:16][CH:17]=3)[CH3:22])[C@@H:24]3[C:33]4[N:32]=[CH:31][CH:30]=[CH:29][C:28]=4[CH2:27][CH2:26][CH2:25]3)[N:10]=[C:6]2[CH:5]=[CH:4][CH:3]=1. The yield is 0.860. (7) The reactants are [NH2:1][C:2]1[CH:7]=[C:6](Br)[CH:5]=[CH:4][C:3]=1[N:9]1[CH2:14][CH2:13][N:12]([C:15](=[O:17])[CH3:16])[CH2:11][CH2:10]1.[B:18]1([B:18]2[O:22][C:21]([CH3:24])([CH3:23])[C:20]([CH3:26])([CH3:25])[O:19]2)[O:22][C:21]([CH3:24])([CH3:23])[C:20]([CH3:26])([CH3:25])[O:19]1.CC([O-])=O.[K+].C(Cl)Cl. The catalyst is O1CCOCC1. The product is [NH2:1][C:2]1[CH:7]=[C:6]([B:18]2[O:22][C:21]([CH3:24])([CH3:23])[C:20]([CH3:26])([CH3:25])[O:19]2)[CH:5]=[CH:4][C:3]=1[N:9]1[CH2:14][CH2:13][N:12]([C:15](=[O:17])[CH3:16])[CH2:11][CH2:10]1. The yield is 0.775. (8) The reactants are [F:1][C:2]1[CH:3]=[CH:4][C:5]([C:21](=[O:30])[C:22]2[CH:27]=[CH:26][CH:25]=[CH:24][C:23]=2[O:28][CH3:29])=[C:6]([NH:8][C:9](=[O:20])[NH:10][C:11]2[S:12][CH:13]=[C:14]([CH2:16][C:17](O)=[O:18])[N:15]=2)[CH:7]=1.[O:31]([CH2:33][CH2:34][NH2:35])[CH3:32]. No catalyst specified. The product is [F:1][C:2]1[CH:3]=[CH:4][C:5]([C:21](=[O:30])[C:22]2[CH:27]=[CH:26][CH:25]=[CH:24][C:23]=2[O:28][CH3:29])=[C:6]([NH:8][C:9](=[O:20])[NH:10][C:11]2[S:12][CH:13]=[C:14]([CH2:16][C:17]([NH:35][CH2:34][CH2:33][O:31][CH3:32])=[O:18])[N:15]=2)[CH:7]=1. The yield is 0.650. (9) The reactants are [C:1]([O:5][C:6]([N:8]1[CH2:13][CH2:12][N:11]2[C:14]([C:23]([F:26])([F:25])[F:24])=[N:15][C:16]([C:17](=[O:22])N(OC)C)=[C:10]2[CH2:9]1)=[O:7])([CH3:4])([CH3:3])[CH3:2].[CH:27]1([Mg]Br)[CH2:31][CH2:30][CH2:29][CH2:28]1.[Cl-].[NH4+]. The catalyst is O1CCCC1.[Cl-].[Na+].O. The product is [C:1]([O:5][C:6]([N:8]1[CH2:13][CH2:12][N:11]2[C:14]([C:23]([F:25])([F:24])[F:26])=[N:15][C:16]([C:17]([CH:27]3[CH2:31][CH2:30][CH2:29][CH2:28]3)=[O:22])=[C:10]2[CH2:9]1)=[O:7])([CH3:2])([CH3:4])[CH3:3]. The yield is 0.300.